The task is: Predict the product of the given reaction.. This data is from Forward reaction prediction with 1.9M reactions from USPTO patents (1976-2016). (1) Given the reactants [CH3:1][O:2][C:3]1[CH:22]=[CH:21][C:6]([CH2:7][C@@H:8]2[C:12]3=[N:13][C:14]4[CH:19]=[CH:18][CH:17]=[CH:16][C:15]=4[N:11]3[C:10](=[O:20])[NH:9]2)=[CH:5][CH:4]=1.[NH2:23][C@H:24]1[C@H:28]([F:29])[CH2:27][N:26]([C:30]([O:32][C:33]([CH3:36])([CH3:35])[CH3:34])=[O:31])[CH2:25]1, predict the reaction product. The product is: [NH:13]1[C:14]2[CH:19]=[CH:18][CH:17]=[CH:16][C:15]=2[N:11]=[C:12]1[C@H:8]([NH:9][C:10](=[O:20])[NH:23][C@@H:24]1[C@@H:28]([F:29])[CH2:27][N:26]([C:30]([O:32][C:33]([CH3:36])([CH3:35])[CH3:34])=[O:31])[CH2:25]1)[CH2:7][C:6]1[CH:21]=[CH:22][C:3]([O:2][CH3:1])=[CH:4][CH:5]=1. (2) Given the reactants [Cl:1][C:2]1[C:3]([NH2:26])=[C:4]2[C:9](=[C:10]([C:12]3[O:13][C:14]([CH:17]4[CH2:22][CH2:21][N:20]([CH:23]5[CH2:25][CH2:24]5)[CH2:19][CH2:18]4)=[N:15][N:16]=3)[CH:11]=1)[O:8][CH2:7][CH2:6][CH2:5]2.[C:27]([OH:34])(=[O:33])/[CH:28]=[CH:29]/[C:30]([OH:32])=[O:31], predict the reaction product. The product is: [C:27]([OH:34])(=[O:33])/[CH:28]=[CH:29]/[C:30]([OH:32])=[O:31].[Cl:1][C:2]1[C:3]([NH2:26])=[C:4]2[C:9](=[C:10]([C:12]3[O:13][C:14]([CH:17]4[CH2:18][CH2:19][N:20]([CH:23]5[CH2:25][CH2:24]5)[CH2:21][CH2:22]4)=[N:15][N:16]=3)[CH:11]=1)[O:8][CH2:7][CH2:6][CH2:5]2.[Cl:1][C:2]1[C:3]([NH2:26])=[C:4]2[C:9](=[C:10]([C:12]3[O:13][C:14]([CH:17]4[CH2:18][CH2:19][N:20]([CH:23]5[CH2:25][CH2:24]5)[CH2:21][CH2:22]4)=[N:15][N:16]=3)[CH:11]=1)[O:8][CH2:7][CH2:6][CH2:5]2. (3) Given the reactants [O:1]=[C:2]([CH2:8][CH3:9])[C:3]([O:5][CH2:6][CH3:7])=[O:4].C(Cl)(Cl)Cl.[BrH:14].BrBr, predict the reaction product. The product is: [Br:14][CH:8]([CH3:9])[C:2](=[O:1])[C:3]([O:5][CH2:6][CH3:7])=[O:4].